Dataset: Forward reaction prediction with 1.9M reactions from USPTO patents (1976-2016). Task: Predict the product of the given reaction. (1) Given the reactants [H-].[Al+3].[Li+].[H-].[H-].[H-].[Cl:7][C:8]1[CH:13]=[CH:12][CH:11]=[C:10]([Cl:14])[C:9]=1[CH2:15][C:16](O)=[O:17], predict the reaction product. The product is: [Cl:7][C:8]1[CH:13]=[CH:12][CH:11]=[C:10]([Cl:14])[C:9]=1[CH2:15][CH2:16][OH:17]. (2) Given the reactants [CH3:1][CH:2]1[CH2:8][C:7]2[CH:9]=[C:10]3[O:15][CH2:14][O:13][C:11]3=[CH:12][C:6]=2[C:5]([C:16]2[CH:21]=[CH:20][C:19]([N+:22]([O-:24])=[O:23])=[CH:18][CH:17]=2)=[N:4][N:3]1[C:25]([NH:27][NH:28][C:29](NC)=[O:30])=[S:26].Cl, predict the reaction product. The product is: [CH3:1][CH:2]1[CH2:8][C:7]2[CH:9]=[C:10]3[O:15][CH2:14][O:13][C:11]3=[CH:12][C:6]=2[C:5]([C:16]2[CH:21]=[CH:20][C:19]([N+:22]([O-:24])=[O:23])=[CH:18][CH:17]=2)=[N:4][N:3]1[C:25]1[S:26][C:29](=[O:30])[NH:28][N:27]=1.